The task is: Predict the product of the given reaction.. This data is from Forward reaction prediction with 1.9M reactions from USPTO patents (1976-2016). Given the reactants Cl[C:2]1[C:3](=[O:12])[N:4]([CH3:11])[N:5]=[CH:6][C:7]=1[N:8]([CH3:10])[CH3:9].[CH:13]([C:15]1[CH:20]=[CH:19][CH:18]=[CH:17][C:16]=1B(O)O)=[O:14].C([O-])([O-])=O.[Na+].[Na+].C(Cl)(Cl)Cl.CC(C)=O, predict the reaction product. The product is: [CH3:9][N:8]([CH3:10])[C:7]1[CH:6]=[N:5][N:4]([CH3:11])[C:3](=[O:12])[C:2]=1[C:16]1[CH:17]=[CH:18][CH:19]=[CH:20][C:15]=1[CH:13]=[O:14].